This data is from Reaction yield outcomes from USPTO patents with 853,638 reactions. The task is: Predict the reaction yield, written as a fraction of the theoretical maximum amount of product (1.0 means a 100% yield; for example, 0.34 means a 34% yield). The reactants are [C:1]1([NH:7][C:8]2[CH:13]=[CH:12][N:11]=[CH:10][C:9]=2[NH2:14])[CH:6]=[CH:5][CH:4]=[CH:3][CH:2]=1.[C:15](O)(=O)[CH2:16][CH3:17]. The catalyst is P(Cl)(Cl)(Cl)=O. The product is [CH2:16]([C:17]1[N:7]([C:1]2[CH:2]=[CH:3][CH:4]=[CH:5][CH:6]=2)[C:8]2[CH:13]=[CH:12][N:11]=[CH:10][C:9]=2[N:14]=1)[CH3:15]. The yield is 0.190.